This data is from Full USPTO retrosynthesis dataset with 1.9M reactions from patents (1976-2016). The task is: Predict the reactants needed to synthesize the given product. (1) Given the product [N:6]1([C:15]([O:17][C:18]([CH3:21])([CH3:20])[CH3:19])=[O:16])[C:14]2[C:9](=[CH:10][CH:11]=[CH:12][C:13]=2[C:30]([O:32][C:33]([CH3:36])([CH3:35])[CH3:34])=[O:31])[CH2:8][CH2:7]1, predict the reactants needed to synthesize it. The reactants are: C([Li])(CC)C.[N:6]1([C:15]([O:17][C:18]([CH3:21])([CH3:20])[CH3:19])=[O:16])[C:14]2[C:9](=[CH:10][CH:11]=[CH:12][CH:13]=2)[CH2:8][CH2:7]1.CN(CCN(C)C)C.[C:30](O[C:30]([O:32][C:33]([CH3:36])([CH3:35])[CH3:34])=[O:31])([O:32][C:33]([CH3:36])([CH3:35])[CH3:34])=[O:31]. (2) Given the product [I:49][C:20]1[C:21](=[O:22])[C:16]([CH2:15][C:14]2[CH:29]=[CH:30][CH:31]=[C:12]([C:9]3[N:10]=[CH:11][C:6]([O:5][CH2:4][CH2:3][O:2][CH3:1])=[CH:7][N:8]=3)[CH:13]=2)=[N:17][N:18]([C:23]2[CH:24]=[N:25][N:26]([CH3:28])[CH:27]=2)[CH:19]=1, predict the reactants needed to synthesize it. The reactants are: [CH3:1][O:2][CH2:3][CH2:4][O:5][C:6]1[CH:7]=[N:8][C:9]([C:12]2[CH:13]=[C:14]([CH:29]=[CH:30][CH:31]=2)[CH2:15][C:16]2[C:21](=[O:22])[CH:20]=[CH:19][N:18]([C:23]3[CH:24]=[N:25][N:26]([CH3:28])[CH:27]=3)[N:17]=2)=[N:10][CH:11]=1.[B-](F)(F)(F)F.C1C=CN=CC=1.C1C=CN=CC=1.[IH2+:49].OS(C(F)(F)F)(=O)=O.C([O-])(O)=O.[Na+].